Dataset: Full USPTO retrosynthesis dataset with 1.9M reactions from patents (1976-2016). Task: Predict the reactants needed to synthesize the given product. (1) Given the product [C:1]([O:5][C:6]([N:8]1[CH2:13][CH2:12][C@H:11]([CH2:14][OH:15])[C@H:10]([O:19][CH2:20][O:21][CH3:22])[CH2:9]1)=[O:7])([CH3:4])([CH3:3])[CH3:2], predict the reactants needed to synthesize it. The reactants are: [C:1]([O:5][C:6]([N:8]1[CH2:13][CH2:12][C@H:11]([CH2:14][O:15]C(=O)C)[C@H:10]([O:19][CH2:20][O:21][CH3:22])[CH2:9]1)=[O:7])([CH3:4])([CH3:3])[CH3:2].[OH-].[Na+]. (2) Given the product [CH3:30][C:25]1[CH:26]=[CH:27][CH:28]=[CH:29][C:24]=1[C:17]1[C:18]2[C:23](=[CH:22][CH:21]=[CH:20][CH:19]=2)[N:15]([CH2:14][CH2:13][CH2:12][O:11][C:1]2[C:10]3[C:5](=[CH:6][CH:7]=[CH:8][CH:9]=3)[CH:4]=[CH:3][CH:2]=2)[C:16]=1[C:31]([OH:33])=[O:32], predict the reactants needed to synthesize it. The reactants are: [C:1]1([O:11][CH2:12][CH2:13][CH2:14][N:15]2[C:23]3[C:18](=[CH:19][CH:20]=[CH:21][CH:22]=3)[C:17]([C:24]3[CH:29]=[CH:28][CH:27]=[CH:26][C:25]=3[CH3:30])=[C:16]2[C:31]([O:33]CC)=[O:32])[C:10]2[C:5](=[CH:6][CH:7]=[CH:8][CH:9]=2)[CH:4]=[CH:3][CH:2]=1.O1CCOCC1. (3) Given the product [OH:71][CH2:70][CH2:69][CH2:68][CH2:67][CH2:66][NH:65][C:20](=[O:22])[C@@H:19]([NH:18][C:16](=[O:17])[O:15][CH2:14][CH:12]1[C:13]2[CH:1]=[CH:2][CH:3]=[CH:4][C:5]=2[C:6]2[C:11]1=[CH:10][CH:9]=[CH:8][CH:7]=2)[C:23]([CH3:24])([S:25][C:26]([C:27]1[CH:28]=[CH:29][CH:30]=[CH:31][CH:32]=1)([C:39]1[CH:44]=[CH:43][CH:42]=[CH:41][CH:40]=1)[C:33]1[CH:34]=[CH:35][CH:36]=[CH:37][CH:38]=1)[CH3:45], predict the reactants needed to synthesize it. The reactants are: [CH:1]1[C:13]2[CH:12]([CH2:14][O:15][C:16]([NH:18][C@@H:19]([C:23]([CH3:45])([S:25][C:26]([C:39]3[CH:44]=[CH:43][CH:42]=[CH:41][CH:40]=3)([C:33]3[CH:38]=[CH:37][CH:36]=[CH:35][CH:34]=3)[C:27]3[CH:32]=[CH:31][CH:30]=[CH:29][CH:28]=3)[CH3:24])[C:20]([OH:22])=O)=[O:17])[C:11]3[C:6](=[CH:7][CH:8]=[CH:9][CH:10]=3)[C:5]=2[CH:4]=[CH:3][CH:2]=1.C1C=CC2N(O)N=NC=2C=1.CCN(C(C)C)C(C)C.[NH2:65][CH2:66][CH2:67][CH2:68][CH2:69][CH2:70][OH:71]. (4) Given the product [ClH:28].[NH2:1][C:2]([C:5]1[CH:6]=[CH:7][C:8]([NH:11][C:12]2[C:21]3[C:16](=[CH:17][CH:18]=[C:19]([C:22]4[CH:23]=[C:24]([Cl:30])[C:25]([OH:29])=[C:26]([Cl:28])[CH:27]=4)[CH:20]=3)[N:15]=[CH:14][C:13]=2[C:31]([CH:33]2[CH2:34][CH2:35]2)=[O:32])=[CH:9][CH:10]=1)([CH3:4])[CH3:3], predict the reactants needed to synthesize it. The reactants are: [NH2:1][C:2]([C:5]1[CH:10]=[CH:9][C:8]([NH:11][C:12]2[C:21]3[C:16](=[CH:17][CH:18]=[C:19]([C:22]4[CH:27]=[C:26]([Cl:28])[C:25]([OH:29])=[C:24]([Cl:30])[CH:23]=4)[CH:20]=3)[N:15]=[CH:14][C:13]=2[C:31]([CH:33]2[CH2:35][CH2:34]2)=[O:32])=[CH:7][CH:6]=1)([CH3:4])[CH3:3].Cl. (5) Given the product [Br:1][C:2]1[CH:7]=[CH:6][C:5]([C:8]2[O:12][N:11]=[C:10]([CH3:13])[C:9]=2[C:14]([Cl:20])=[O:16])=[CH:4][CH:3]=1, predict the reactants needed to synthesize it. The reactants are: [Br:1][C:2]1[CH:7]=[CH:6][C:5]([C:8]2[O:12][N:11]=[C:10]([CH3:13])[C:9]=2[C:14]([OH:16])=O)=[CH:4][CH:3]=1.C(Cl)(=O)C([Cl:20])=O. (6) Given the product [CH3:12][NH:13][C:2]1[C:7]([C:8]#[N:9])=[CH:6][N:5]=[C:4]([S:10][CH3:11])[N:3]=1, predict the reactants needed to synthesize it. The reactants are: Cl[C:2]1[C:7]([C:8]#[N:9])=[CH:6][N:5]=[C:4]([S:10][CH3:11])[N:3]=1.[CH3:12][NH2:13]. (7) Given the product [Cl:14][C:13]1[C:3]2[CH2:2][N:30]([CH:28]([C:25]3[CH:26]=[N:27][C:22]([O:21][CH2:20][C:19]4[CH:18]=[CH:17][C:16]([F:15])=[CH:33][CH:32]=4)=[C:23]([CH3:31])[CH:24]=3)[CH3:29])[C:5](=[O:7])[C:4]=2[CH:10]=[CH:11][N:12]=1, predict the reactants needed to synthesize it. The reactants are: Br[CH2:2][C:3]1[C:13]([Cl:14])=[N:12][CH:11]=[CH:10][C:4]=1[C:5]([O:7]CC)=O.[F:15][C:16]1[CH:33]=[CH:32][C:19]([CH2:20][O:21][C:22]2[N:27]=[CH:26][C:25]([CH:28]([NH2:30])[CH3:29])=[CH:24][C:23]=2[CH3:31])=[CH:18][CH:17]=1. (8) Given the product [CH:19]1([CH:24]([C:28]2[CH:33]=[CH:32][C:31]([CH2:34][N:35]3[CH2:43][C:42]4[C:37](=[CH:38][CH:39]=[CH:40][C:41]=4[F:44])[C:36]3=[O:45])=[CH:30][CH:29]=2)[C:25]([NH:1][C:2]2[CH:3]=[C:4]([CH:16]=[CH:17][CH:18]=2)[CH2:5][C:6]2([C:9]([O:11][C:12]([CH3:15])([CH3:13])[CH3:14])=[O:10])[CH2:8][CH2:7]2)=[O:26])[CH2:23][CH2:22][CH2:21][CH2:20]1, predict the reactants needed to synthesize it. The reactants are: [NH2:1][C:2]1[CH:3]=[C:4]([CH:16]=[CH:17][CH:18]=1)[CH2:5][C:6]1([C:9]([O:11][C:12]([CH3:15])([CH3:14])[CH3:13])=[O:10])[CH2:8][CH2:7]1.[CH:19]1([CH:24]([C:28]2[CH:33]=[CH:32][C:31]([CH2:34][N:35]3[CH2:43][C:42]4[C:37](=[CH:38][CH:39]=[CH:40][C:41]=4[F:44])[C:36]3=[O:45])=[CH:30][CH:29]=2)[C:25](O)=[O:26])[CH2:23][CH2:22][CH2:21][CH2:20]1.CCN(C(C)C)C(C)C.CN(C(ON1N=NC2C=CC=NC1=2)=[N+](C)C)C.F[P-](F)(F)(F)(F)F. (9) Given the product [F:1][C:2]1[CH:7]=[C:6]([F:8])[CH:5]=[CH:4][C:3]=1[N:9]1[CH2:10][CH2:11][N:12]([CH2:15][C:16]#[C:17][C:19]2[N:24]=[C:23]([NH2:25])[N:22]3[N:26]=[C:27]([C:29]4[O:30][CH:31]=[CH:32][CH:33]=4)[N:28]=[C:21]3[CH:20]=2)[CH2:13][CH2:14]1, predict the reactants needed to synthesize it. The reactants are: [F:1][C:2]1[CH:7]=[C:6]([F:8])[CH:5]=[CH:4][C:3]=1[N:9]1[CH2:14][CH2:13][N:12]([CH2:15][C:16]#[CH:17])[CH2:11][CH2:10]1.Cl[C:19]1[N:24]=[C:23]([NH2:25])[N:22]2[N:26]=[C:27]([C:29]3[O:30][CH:31]=[CH:32][CH:33]=3)[N:28]=[C:21]2[CH:20]=1.C1C=CC(P(C2C=CC=CC=2)C2C=CC=CC=2)=CC=1.CCN(CC)CC.